This data is from Catalyst prediction with 721,799 reactions and 888 catalyst types from USPTO. The task is: Predict which catalyst facilitates the given reaction. (1) Reactant: Br[C:2]1[N:7]=[CH:6][C:5]([CH:8]=[O:9])=[CH:4][CH:3]=1.[N+:10]([C:13]1[CH:18]=[CH:17][C:16]([OH:19])=[CH:15][CH:14]=1)([O-:12])=[O:11].C([O-])([O-])=O.[K+].[K+]. Product: [N+:10]([C:13]1[CH:18]=[CH:17][C:16]([O:19][C:2]2[N:7]=[CH:6][C:5]([CH:8]=[O:9])=[CH:4][CH:3]=2)=[CH:15][CH:14]=1)([O-:12])=[O:11]. The catalyst class is: 3. (2) Reactant: [F:1][C:2]1[CH:9]=[CH:8][CH:7]=[CH:6][C:3]=1[CH2:4]Cl.[OH:10][C:11]1[CH:18]=[CH:17][C:14]([CH:15]=[O:16])=[CH:13][CH:12]=1.[OH-].[Na+]. Product: [F:1][C:2]1[CH:9]=[CH:8][CH:7]=[CH:6][C:3]=1[CH2:4][O:10][C:11]1[CH:18]=[CH:17][C:14]([CH:15]=[O:16])=[CH:13][CH:12]=1. The catalyst class is: 8.